From a dataset of Reaction yield outcomes from USPTO patents with 853,638 reactions. Predict the reaction yield, written as a fraction of the theoretical maximum amount of product (1.0 means a 100% yield; for example, 0.34 means a 34% yield). (1) The reactants are [Cl:1][C:2]1[CH:3]=[C:4]([CH:6]=[CH:7][C:8]=1[O:9][CH3:10])[NH2:5].NC1C=[C:16]([O:18]C)[CH:15]=CC=1C(=O)C. No catalyst specified. The product is [NH2:5][C:4]1[CH:3]=[C:2]([Cl:1])[C:8]([O:9][CH3:10])=[CH:7][C:6]=1[C:16](=[O:18])[CH3:15]. The yield is 0.500. (2) The reactants are [CH3:1][O:2][C:3]1[CH:4]=[N:5][C:6]2[N:11]=[CH:10]N[C:7]=2[CH:8]=1.[C:12](O)(=O)C. The catalyst is [Pd]. The product is [CH3:1][O:2][CH:3]1[CH2:4][N:5]2[CH:12]=[CH:10][N:11]=[C:6]2[CH2:7][CH2:8]1. The yield is 0.970. (3) The reactants are [CH:1]([N:4](C(C)C)[CH2:5]C)(C)C.CNC.[N+:13]([C:16]1[CH:21]=[CH:20][C:19]([S:22]([N:25]2[CH2:30][CH2:29][CH:28]([C:31](Cl)=[O:32])[CH2:27][CH2:26]2)(=[O:24])=[O:23])=[CH:18][CH:17]=1)([O-:15])=[O:14]. The catalyst is C(Cl)Cl. The product is [CH3:1][N:4]([CH3:5])[C:31]([CH:28]1[CH2:29][CH2:30][N:25]([S:22]([C:19]2[CH:20]=[CH:21][C:16]([N+:13]([O-:15])=[O:14])=[CH:17][CH:18]=2)(=[O:24])=[O:23])[CH2:26][CH2:27]1)=[O:32]. The yield is 0.330. (4) The product is [Br:1][C:2]1[C:10]2[CH:14]=[CH:15][NH:11][C:9]=2[C:5]([C:6]([OH:8])=[O:7])=[CH:4][N:3]=1. The reactants are [Br:1][C:2]1[CH:10]=[C:9]([N+:11]([O-])=O)[C:5]([C:6]([OH:8])=[O:7])=[CH:4][N:3]=1.[CH:14]([Mg]Br)=[CH2:15]. The yield is 0.270. The catalyst is C1COCC1. (5) The reactants are [O:1]=[C:2]1[CH2:10][C:9]2[C:4](=[CH:5][C:6]([C:11]([C:13]3[CH:14]=[C:15]([NH:19][C:20]([C:22]4[S:23][CH:24]=[CH:25][CH:26]=4)=[O:21])[CH:16]=[CH:17][CH:18]=3)=[O:12])=[CH:7][CH:8]=2)[NH:3]1.[CH:27](OCC)=[O:28].[O-]CC.[Na+].Cl. The catalyst is C(O)C. The product is [OH:28][CH:27]=[C:10]1[C:9]2[C:4](=[CH:5][C:6]([C:11]([C:13]3[CH:14]=[C:15]([NH:19][C:20]([C:22]4[S:23][CH:24]=[CH:25][CH:26]=4)=[O:21])[CH:16]=[CH:17][CH:18]=3)=[O:12])=[CH:7][CH:8]=2)[NH:3][C:2]1=[O:1]. The yield is 0.710. (6) The reactants are [Br:1][C:2]1[N:7]=[C:6]([C:8](OCC)=[O:9])[C:5]([NH:13][CH2:14][CH2:15][O:16][CH3:17])=[CH:4][CH:3]=1.[NH3:18]. No catalyst specified. The product is [Br:1][C:2]1[N:7]=[C:6]([C:8]([NH2:18])=[O:9])[C:5]([NH:13][CH2:14][CH2:15][O:16][CH3:17])=[CH:4][CH:3]=1. The yield is 0.880. (7) The catalyst is C(Cl)(Cl)Cl. The product is [Cl:18][CH2:7][C:5]1[N:6]=[C:2]([CH3:1])[S:3][C:4]=1[C:9]1[CH:10]=[C:11]([CH3:15])[CH:12]=[CH:13][CH:14]=1. The yield is 0.120. The reactants are [CH3:1][C:2]1[S:3][C:4]([C:9]2[CH:10]=[C:11]([CH3:15])[CH:12]=[CH:13][CH:14]=2)=[C:5]([CH2:7]O)[N:6]=1.S(Cl)([Cl:18])=O. (8) The reactants are Cl[C:2]1[N:3]=[CH:4][C:5]2[C:10]([CH3:11])=[C:9]([C:12](=[O:14])[CH3:13])[N:8]([CH:15]3[CH2:19][CH2:18][CH2:17][CH2:16]3)[C:6]=2[N:7]=1.[NH2:20][C:21]1[CH:26]=[CH:25][C:24]([N:27]2[CH2:32][CH2:31][N:30]([C:33](=[O:35])[CH3:34])[CH2:29][CH2:28]2)=[CH:23][CH:22]=1.C1C=CC(P(C2C(C3C(P(C4C=CC=CC=4)C4C=CC=CC=4)=CC=C4C=3C=CC=C4)=C3C(C=CC=C3)=CC=2)C2C=CC=CC=2)=CC=1.CC([O-])(C)C.[Na+]. The catalyst is O1CCOCC1.C1C=CC(/C=C/C(/C=C/C2C=CC=CC=2)=O)=CC=1.C1C=CC(/C=C/C(/C=C/C2C=CC=CC=2)=O)=CC=1.C1C=CC(/C=C/C(/C=C/C2C=CC=CC=2)=O)=CC=1.[Pd].[Pd].O. The product is [C:33]([N:30]1[CH2:29][CH2:28][N:27]([C:24]2[CH:25]=[CH:26][C:21]([NH:20][C:2]3[N:3]=[CH:4][C:5]4[C:10]([CH3:11])=[C:9]([C:12](=[O:14])[CH3:13])[N:8]([CH:15]5[CH2:19][CH2:18][CH2:17][CH2:16]5)[C:6]=4[N:7]=3)=[CH:22][CH:23]=2)[CH2:32][CH2:31]1)(=[O:35])[CH3:34]. The yield is 0.240. (9) The reactants are P(Cl)(Cl)([Cl:3])=O.[Br:6][C:7]1[S:15][C:14]2[CH:13]=[CH:12][NH:11][C:10](=O)[C:9]=2[CH:8]=1. No catalyst specified. The product is [Br:6][C:7]1[S:15][C:14]2[CH:13]=[CH:12][N:11]=[C:10]([Cl:3])[C:9]=2[CH:8]=1. The yield is 0.807.